The task is: Predict the reaction yield, written as a fraction of the theoretical maximum amount of product (1.0 means a 100% yield; for example, 0.34 means a 34% yield).. This data is from Reaction yield outcomes from USPTO patents with 853,638 reactions. (1) The yield is 0.350. No catalyst specified. The reactants are [C:1](#[N:3])[CH3:2].[OH2:4].[C:5]([OH:8])(=O)C.[C:9](O)(=O)[CH3:10].I[C:14]1[CH:19]=[CH:18][CH:17]=[CH:16][CH:15]=1.[C:20]([O:23][CH2:24][CH3:25])(=[O:22])C. The product is [CH3:5][O:8][C:2]([C@@:1]12[CH2:10][C@:9]1([C:14]1[CH:19]=[CH:18][CH:17]=[CH:16][CH:15]=1)[CH2:25][CH2:24][O:23][C:20](=[O:22])[NH:3]2)=[O:4]. (2) The reactants are [CH2:1]([CH2:15][C:16]([NH:18][CH2:19][CH2:20][CH:21]([S:42][C:43](=[S:59])[CH2:44][CH2:45][CH2:46][CH2:47][CH2:48][CH2:49][CH2:50][CH2:51][CH2:52][CH2:53][CH2:54][CH2:55][CH2:56][CH2:57][CH3:58])[O:22]C(C1C=CC=CC=1)(C1C=CC=CC=1)C1C=CC=CC=1)=[S:17])[CH2:2][CH2:3][CH2:4][CH2:5][CH2:6][CH2:7][CH2:8][CH2:9][CH2:10][CH2:11][CH2:12][CH2:13][CH3:14]. The catalyst is CCOCC.Cl. The product is [CH2:1]([CH2:15][C:16]([NH:18][CH2:19][CH2:20][CH:21]([S:42][C:43](=[S:59])[CH2:44][CH2:45][CH2:46][CH2:47][CH2:48][CH2:49][CH2:50][CH2:51][CH2:52][CH2:53][CH2:54][CH2:55][CH2:56][CH2:57][CH3:58])[OH:22])=[S:17])[CH2:2][CH2:3][CH2:4][CH2:5][CH2:6][CH2:7][CH2:8][CH2:9][CH2:10][CH2:11][CH2:12][CH2:13][CH3:14]. The yield is 0.520. (3) No catalyst specified. The product is [N:9]1[CH:14]=[CH:13][CH:12]=[C:11]([CH2:15][CH2:17][CH2:18][CH2:19][CH2:20][CH2:21][CH2:22][CH2:23][CH2:24][CH2:25][CH2:26][CH2:32][C:31]2[CH:3]=[N:5][CH:6]=[CH:34][CH:30]=2)[CH:10]=1. The reactants are [Li+].C[CH:3]([N-:5][CH:6](C)C)C.[N:9]1[CH:14]=[CH:13][CH:12]=[C:11]([CH3:15])[CH:10]=1.Br[CH2:17][CH2:18][CH2:19][CH2:20][CH2:21][CH2:22][CH2:23][CH2:24][CH2:25][CH2:26]Br.[NH4+].[Cl-].[CH2:30]1[CH2:34]O[CH2:32][CH2:31]1. The yield is 0.750. (4) The reactants are [Cl:1][C:2]1[CH:11]=[CH:10][C:9](I)=[CH:8][C:3]=1[C:4]([O:6][CH3:7])=[O:5].B1([C:27]2[N:32]=[CH:31][CH:30]=[CH:29][CH:28]=2)OCCN(C2C=CC=CC=2)CCO1.C(=O)([O-])[O-].[K+].[K+].C1(P(C2C=CC=CC=2)C2C=CC=CC=2)C=CC=CC=1. The catalyst is C1COCC1.C([O-])(=O)C.[Pd+2].C([O-])(=O)C.[Cu](I)I. The product is [Cl:1][C:2]1[CH:11]=[CH:10][C:9]([C:31]2[CH:30]=[CH:29][CH:28]=[CH:27][N:32]=2)=[CH:8][C:3]=1[C:4]([O:6][CH3:7])=[O:5]. The yield is 0.490. (5) The reactants are [C:1]([C:3]1[C:4]([C:24]([F:27])([F:26])[F:25])=[N:5][N:6]([C:14]2[N:19]=[CH:18][C:17]([S:20]([NH2:23])(=[O:22])=[O:21])=[CH:16][CH:15]=2)[C:7]=1[NH:8][CH2:9][C:10]([CH3:13])([CH3:12])[CH3:11])#[N:2].[C:28](OC(=O)C)(=[O:30])[CH3:29].C(N(CC)CC)C.[Na:42].[OH-].[Na+]. The catalyst is C(Cl)Cl.C(O)C. The product is [Na:42].[C:28]([NH:23][S:20]([C:17]1[CH:18]=[N:19][C:14]([N:6]2[C:7]([NH:8][CH2:9][C:10]([CH3:13])([CH3:12])[CH3:11])=[C:3]([C:1]#[N:2])[C:4]([C:24]([F:26])([F:27])[F:25])=[N:5]2)=[CH:15][CH:16]=1)(=[O:21])=[O:22])(=[O:30])[CH3:29]. The yield is 0.800. (6) The reactants are Cl[C:2]1[C:7]([C:8]#[N:9])=[CH:6][N:5]=[C:4]([NH:10][CH2:11][C:12]2[CH:13]=[N:14][CH:15]=[CH:16][C:17]=2[C:18]([F:21])([F:20])[F:19])[N:3]=1.[CH3:22][NH:23][C:24]([CH:26]1[CH2:31][CH2:30][CH:29]([NH2:32])[CH2:28][CH2:27]1)=[O:25].N12CCCN=C1CCCCC2. The catalyst is C1COCC1. The product is [C:8]([C:7]1[C:2]([NH:32][C@@H:29]2[CH2:28][CH2:27][C@H:26]([C:24]([NH:23][CH3:22])=[O:25])[CH2:31][CH2:30]2)=[N:3][C:4]([NH:10][CH2:11][C:12]2[CH:13]=[N:14][CH:15]=[CH:16][C:17]=2[C:18]([F:21])([F:20])[F:19])=[N:5][CH:6]=1)#[N:9]. The yield is 0.482. (7) The reactants are [C:1]([C:5]1[CH:9]=[C:8]([NH:10][C:11]([NH:13][C@@H:14]2[C:23]3[C:18](=[CH:19][CH:20]=[CH:21][CH:22]=3)[C@H:17]([O:24][C:25]3[CH:26]=[CH:27][C:28]4[N:29]([C:31]([N:34]5[C@H:39]([CH3:40])[CH2:38][CH2:37][CH2:36][C@@H:35]5[CH3:41])=[N:32][N:33]=4)[CH:30]=3)[CH2:16][CH2:15]2)=[O:12])[N:7]([C:42]2[CH:43]=[C:44]([CH:51]=[CH:52][CH:53]=2)[CH2:45][O:46]S(C)(=O)=O)[N:6]=1)([CH3:4])([CH3:3])[CH3:2].[NH:54]1[CH2:58][CH2:57][CH2:56][CH2:55]1.C1C[O:62]CC1. No catalyst specified. The product is [CH:45]([OH:46])=[O:62].[C:1]([C:5]1[CH:9]=[C:8]([NH:10][C:11]([NH:13][C@@H:14]2[C:23]3[C:18](=[CH:19][CH:20]=[CH:21][CH:22]=3)[C@H:17]([O:24][C:25]3[CH:26]=[CH:27][C:28]4[N:29]([C:31]([N:34]5[C@H:35]([CH3:41])[CH2:36][CH2:37][CH2:38][C@@H:39]5[CH3:40])=[N:32][N:33]=4)[CH:30]=3)[CH2:16][CH2:15]2)=[O:12])[N:7]([C:42]2[CH:53]=[CH:52][CH:51]=[C:44]([CH2:45][N:54]3[CH2:58][CH2:57][CH2:56][CH2:55]3)[CH:43]=2)[N:6]=1)([CH3:2])([CH3:4])[CH3:3]. The yield is 0.240. (8) The reactants are C[O:2][C:3]([C:5]1[C:6]([CH3:31])=[C:7]2[C:12]([NH:13][C:14]3[CH:19]=[CH:18][C:17]([O:20][CH2:21][C:22]4[CH:27]=[CH:26][CH:25]=[CH:24][CH:23]=4)=[CH:16][CH:15]=3)=[C:11]([C:28]#[N:29])[CH:10]=[N:9][N:8]2[CH:30]=1)=[O:4].[OH-].[Na+]. The catalyst is CO. The product is [CH2:21]([O:20][C:17]1[CH:18]=[CH:19][C:14]([NH:13][C:12]2[C:7]3[N:8]([CH:30]=[C:5]([C:3]([OH:4])=[O:2])[C:6]=3[CH3:31])[N:9]=[CH:10][C:11]=2[C:28]#[N:29])=[CH:15][CH:16]=1)[C:22]1[CH:23]=[CH:24][CH:25]=[CH:26][CH:27]=1. The yield is 0.560. (9) The reactants are Cl[C:2]1[C:3](=[O:26])[N:4]([CH2:15][C:16]2[CH:21]=[CH:20][C:19]([O:22][CH:23]([F:25])[F:24])=[CH:18][CH:17]=2)[S:5](=[O:14])(=[O:13])[C:6]=1[C:7]1[CH:12]=[CH:11][CH:10]=[CH:9][CH:8]=1.[F:27][CH:28]([F:37])[O:29][C:30]1[CH:36]=[CH:35][C:33]([NH2:34])=[CH:32][CH:31]=1. The catalyst is CC#N. The product is [F:24][CH:23]([F:25])[O:22][C:19]1[CH:20]=[CH:21][C:16]([CH2:15][N:4]2[C:3](=[O:26])[C:2]([NH:34][C:33]3[CH:35]=[CH:36][C:30]([O:29][CH:28]([F:27])[F:37])=[CH:31][CH:32]=3)=[C:6]([C:7]3[CH:12]=[CH:11][CH:10]=[CH:9][CH:8]=3)[S:5]2(=[O:14])=[O:13])=[CH:17][CH:18]=1. The yield is 0.0600.